Dataset: Catalyst prediction with 721,799 reactions and 888 catalyst types from USPTO. Task: Predict which catalyst facilitates the given reaction. (1) Reactant: [CH2:1]([O:8][C:9]([N:11]1[CH2:16][CH2:15][CH:14]([NH:17][C:18]2[CH:23]=[CH:22][C:21]([NH:24][C:25](OCC3C=CC=CC=3)=O)=[CH:20][C:19]=2[F:35])[CH2:13][CH2:12]1)=[O:10])[C:2]1[CH:7]=[CH:6][CH:5]=[CH:4][CH:3]=1.[C:36]([O:41][CH2:42][C@@H:43]1[O:45]C1)(=[O:40])CCC. Product: [CH2:1]([O:8][C:9]([N:11]1[CH2:12][CH2:13][CH:14]([NH:17][C:18]2[CH:23]=[CH:22][C:21]([N:24]3[CH2:25][C@H:42]([CH2:43][OH:45])[O:41][C:36]3=[O:40])=[CH:20][C:19]=2[F:35])[CH2:15][CH2:16]1)=[O:10])[C:2]1[CH:3]=[CH:4][CH:5]=[CH:6][CH:7]=1. The catalyst class is: 1. (2) Reactant: [C:1]([N:5]1[C:10](=[O:11])[C:9]([Cl:12])=[C:8]([O:13][CH:14]([C:27]2[CH:32]=[CH:31][C:30]([C:33]([CH3:36])([CH3:35])[CH3:34])=[CH:29][CH:28]=2)[CH2:15]OS(C2C=CC(C)=CC=2)(=O)=O)[CH:7]=[N:6]1)([CH3:4])([CH3:3])[CH3:2].[F-:37].C([N+](CCCC)(CCCC)CCCC)CCC.ClCCl. Product: [C:1]([N:5]1[C:10](=[O:11])[C:9]([Cl:12])=[C:8]([O:13][CH:14]([C:27]2[CH:32]=[CH:31][C:30]([C:33]([CH3:36])([CH3:35])[CH3:34])=[CH:29][CH:28]=2)[CH2:15][F:37])[CH:7]=[N:6]1)([CH3:4])([CH3:3])[CH3:2]. The catalyst class is: 6.